Task: Predict the reaction yield, written as a fraction of the theoretical maximum amount of product (1.0 means a 100% yield; for example, 0.34 means a 34% yield).. Dataset: Reaction yield outcomes from USPTO patents with 853,638 reactions The reactants are Cl[CH2:2][C:3]([NH:5][C:6]1[CH:26]=[CH:25][C:9]2[N:10]=[C:11]([NH:14][C@H:15]3[C:24]4[C:19](=[CH:20][CH:21]=[CH:22][CH:23]=4)[CH2:18][CH2:17][CH2:16]3)[O:12][CH2:13][C:8]=2[CH:7]=1)=[O:4].[NH2:27][CH2:28][C:29]([CH3:32])([OH:31])[CH3:30]. The catalyst is C(#N)C. The product is [OH:31][C:29]([CH3:32])([CH3:30])[CH2:28][NH:27][CH2:2][C:3]([NH:5][C:6]1[CH:26]=[CH:25][C:9]2[N:10]=[C:11]([NH:14][C@H:15]3[C:24]4[C:19](=[CH:20][CH:21]=[CH:22][CH:23]=4)[CH2:18][CH2:17][CH2:16]3)[O:12][CH2:13][C:8]=2[CH:7]=1)=[O:4]. The yield is 0.880.